From a dataset of CYP2C19 inhibition data for predicting drug metabolism from PubChem BioAssay. Regression/Classification. Given a drug SMILES string, predict its absorption, distribution, metabolism, or excretion properties. Task type varies by dataset: regression for continuous measurements (e.g., permeability, clearance, half-life) or binary classification for categorical outcomes (e.g., BBB penetration, CYP inhibition). Dataset: cyp2c19_veith. (1) The compound is CC1(C)OC[C@@H]2O[C@H](n3cnc4c(N)nc(Cl)nc43)[C@@H](OS(C)(=O)=O)[C@@H]2O1. The result is 0 (non-inhibitor). (2) The molecule is O=C(O)[C@H]1[C@@H]2C=C[C@H](O2)[C@@H]1C(=O)NCc1cccnc1. The result is 0 (non-inhibitor). (3) The molecule is O=C(O)c1ccccc1N[C@H](c1ccccc1)c1ccc2cccnc2c1O. The result is 1 (inhibitor). (4) The molecule is CCC[C@@H]1O[C@@H]2C[C@@H]3[C@H]4CCC5=CC(=O)C=C[C@@]5(C)[C@H]4[C@H](O)C[C@@]3(C)[C@@]2(C(=O)CO)O1. The result is 0 (non-inhibitor). (5) The molecule is Cc1ccnc(NC(=S)NC(=O)c2ccco2)c1. The result is 1 (inhibitor). (6) The drug is COC(=O)[C@@H]1C[C@H]1[C@@H](NP(=O)(c1ccccc1)c1ccccc1)c1ccccc1. The result is 0 (non-inhibitor). (7) The compound is O=C(NC(=S)Nc1ccc2c(c1)OCO2)c1ccccc1. The result is 1 (inhibitor). (8) The compound is COc1cc(C2/C(=C(/O)c3ccc(F)cc3)C(=O)C(=O)N2CCCC(=O)O)ccc1O. The result is 0 (non-inhibitor). (9) The drug is Cc1cc2c(cc1Cl)N(C(=O)Nc1ccnc3ccccc13)CC2. The result is 0 (non-inhibitor).